This data is from Full USPTO retrosynthesis dataset with 1.9M reactions from patents (1976-2016). The task is: Predict the reactants needed to synthesize the given product. (1) The reactants are: [OH:1][C:2]1[CH:3]=[C:4]([CH:9]=[CH:10][CH:11]=1)[C:5]([O:7][CH3:8])=[O:6].[Cl:12][C:13]1[CH:18]=[C:17]([N+:19]([O-:21])=[O:20])[CH:16]=[CH:15][C:14]=1F.C(=O)([O-])[O-].[K+].[K+]. Given the product [Cl:12][C:13]1[CH:18]=[C:17]([N+:19]([O-:21])=[O:20])[CH:16]=[CH:15][C:14]=1[O:1][C:2]1[CH:3]=[C:4]([CH:9]=[CH:10][CH:11]=1)[C:5]([O:7][CH3:8])=[O:6], predict the reactants needed to synthesize it. (2) Given the product [CH3:27][N:28]1[CH2:29][CH2:30][C:25]2[C:24](=[CH:23][C:22]([NH:18][C:7](=[O:9])[C:6]3[CH:10]=[CH:11][C:12]([C:13]([CH3:16])([CH3:15])[CH3:14])=[C:4]([Br:3])[CH:5]=3)=[CH:21][CH:26]=2)[CH2:37]1, predict the reactants needed to synthesize it. The reactants are: CN.[Br:3][C:4]1[CH:5]=[C:6]([CH:10]=[CH:11][C:12]=1[C:13]([CH3:16])([CH3:15])[CH3:14])[C:7]([OH:9])=O.O[N:18]1[C:22]2[CH:23]=[CH:24][CH:25]=[CH:26][C:21]=2N=N1.[CH3:27][N:28]([CH3:37])[CH2:29][CH2:30]CN=C=NCC. (3) Given the product [NH2:47][C:8]1[C:7]2[N:16]=[C:4]([CH2:1][CH2:2][CH3:3])[N:5]([CH2:17][CH2:18][CH2:19][CH2:20][C:21]([NH2:23])=[O:22])[C:6]=2[C:15]2[CH:14]=[CH:13][CH:12]=[CH:11][C:10]=2[N:9]=1, predict the reactants needed to synthesize it. The reactants are: [CH2:1]([C:4]1[N:5]([CH2:17][CH2:18][CH2:19][CH2:20][C:21]([NH2:23])=[O:22])[C:6]2[C:15]3[CH:14]=[CH:13][CH:12]=[CH:11][C:10]=3[N:9]=[CH:8][C:7]=2[N:16]=1)[CH2:2][CH3:3].C1C=C(Cl)C=C(C(OO)=O)C=1.C1(C)C=CC(S(Cl)(=O)=O)=CC=1.[OH-].[NH4+:47]. (4) The reactants are: Br[C:2]1[N:3]=[C:4]([NH2:16])[C:5]2[N:6]([N:8]=[C:9]([C:11]3[O:12][CH:13]=[CH:14][CH:15]=3)[N:10]=2)[CH:7]=1.[CH2:17]([OH:20])[C:18]#[CH:19].[C:21]1(O)[CH:26]=[CH:25][CH:24]=[CH:23][CH:22]=1.C1(P(C2C=CC=CC=2)C2C=CC=CC=2)C=CC=CC=1.N(C(OC(C)C)=O)=NC(OC(C)C)=O. Given the product [O:12]1[CH:13]=[CH:14][CH:15]=[C:11]1[C:9]1[N:10]=[C:5]2[C:4]([NH2:16])=[N:3][C:2]([C:19]#[C:18][CH2:17][O:20][C:21]3[CH:26]=[CH:25][CH:24]=[CH:23][CH:22]=3)=[CH:7][N:6]2[N:8]=1, predict the reactants needed to synthesize it. (5) Given the product [CH3:1][O:2][C:3](=[O:10])[CH2:4][C:5]1[N:6]=[CH:7][N:8]([CH2:27][O:26][CH2:25][CH2:24][Si:21]([CH3:23])([CH3:22])[CH3:20])[CH:9]=1, predict the reactants needed to synthesize it. The reactants are: [CH3:1][O:2][C:3](=[O:10])[CH2:4][C:5]1[N:6]=[CH:7][NH:8][CH:9]=1.CCN(C(C)C)C(C)C.[CH3:20][Si:21]([CH2:24][CH2:25][O:26][CH2:27]Cl)([CH3:23])[CH3:22]. (6) Given the product [Br:1][C:2]1[C:11]2[C:6](=[CH:7][CH:8]=[C:9]([OH:12])[N:10]=2)[N:5]=[CH:4][C:3]=1[C:14]([OH:16])=[O:15], predict the reactants needed to synthesize it. The reactants are: [Br:1][C:2]1[C:11]2[C:6](=[CH:7][CH:8]=[C:9]([O:12]C)[N:10]=2)[N:5]=[CH:4][C:3]=1[C:14]([OH:16])=[O:15].Br.[OH-].[Na+].